From a dataset of NCI-60 drug combinations with 297,098 pairs across 59 cell lines. Regression. Given two drug SMILES strings and cell line genomic features, predict the synergy score measuring deviation from expected non-interaction effect. (1) Drug 1: CC12CCC(CC1=CCC3C2CCC4(C3CC=C4C5=CN=CC=C5)C)O. Drug 2: C1=CN(C=N1)CC(O)(P(=O)(O)O)P(=O)(O)O. Cell line: KM12. Synergy scores: CSS=5.90, Synergy_ZIP=-7.34, Synergy_Bliss=-10.3, Synergy_Loewe=-15.6, Synergy_HSA=-9.92. (2) Drug 1: CNC(=O)C1=CC=CC=C1SC2=CC3=C(C=C2)C(=NN3)C=CC4=CC=CC=N4. Drug 2: CC1OCC2C(O1)C(C(C(O2)OC3C4COC(=O)C4C(C5=CC6=C(C=C35)OCO6)C7=CC(=C(C(=C7)OC)O)OC)O)O. Cell line: CAKI-1. Synergy scores: CSS=49.3, Synergy_ZIP=4.07, Synergy_Bliss=3.59, Synergy_Loewe=3.37, Synergy_HSA=5.72. (3) Drug 1: C1=CC(=CC=C1C#N)C(C2=CC=C(C=C2)C#N)N3C=NC=N3. Drug 2: C1C(C(OC1N2C=NC3=C2NC=NCC3O)CO)O. Cell line: BT-549. Synergy scores: CSS=3.53, Synergy_ZIP=-0.761, Synergy_Bliss=-2.28, Synergy_Loewe=0.145, Synergy_HSA=-0.705. (4) Drug 1: CC1CCC2CC(C(=CC=CC=CC(CC(C(=O)C(C(C(=CC(C(=O)CC(OC(=O)C3CCCCN3C(=O)C(=O)C1(O2)O)C(C)CC4CCC(C(C4)OC)OCCO)C)C)O)OC)C)C)C)OC. Drug 2: COC1=C2C(=CC3=C1OC=C3)C=CC(=O)O2. Cell line: NCIH23. Synergy scores: CSS=19.0, Synergy_ZIP=-1.71, Synergy_Bliss=-2.11, Synergy_Loewe=-9.67, Synergy_HSA=0.453. (5) Drug 1: C1=CC(=CC=C1CCCC(=O)O)N(CCCl)CCCl. Drug 2: CC1=CC=C(C=C1)C2=CC(=NN2C3=CC=C(C=C3)S(=O)(=O)N)C(F)(F)F. Cell line: HOP-92. Synergy scores: CSS=16.3, Synergy_ZIP=-11.7, Synergy_Bliss=-16.9, Synergy_Loewe=-16.2, Synergy_HSA=-13.7. (6) Drug 1: C1=CC=C(C=C1)NC(=O)CCCCCCC(=O)NO. Drug 2: C1CC(=O)NC(=O)C1N2C(=O)C3=CC=CC=C3C2=O. Cell line: SN12C. Synergy scores: CSS=-4.96, Synergy_ZIP=1.48, Synergy_Bliss=-0.625, Synergy_Loewe=-2.09, Synergy_HSA=-2.86. (7) Synergy scores: CSS=28.7, Synergy_ZIP=-13.0, Synergy_Bliss=-6.59, Synergy_Loewe=-6.31, Synergy_HSA=-4.65. Drug 1: CC1C(C(CC(O1)OC2CC(CC3=C2C(=C4C(=C3O)C(=O)C5=C(C4=O)C(=CC=C5)OC)O)(C(=O)C)O)N)O.Cl. Drug 2: CCC1(CC2CC(C3=C(CCN(C2)C1)C4=CC=CC=C4N3)(C5=C(C=C6C(=C5)C78CCN9C7C(C=CC9)(C(C(C8N6C)(C(=O)OC)O)OC(=O)C)CC)OC)C(=O)OC)O.OS(=O)(=O)O. Cell line: 786-0. (8) Drug 2: CC1=C2C(C(=O)C3(C(CC4C(C3C(C(C2(C)C)(CC1OC(=O)C(C(C5=CC=CC=C5)NC(=O)C6=CC=CC=C6)O)O)OC(=O)C7=CC=CC=C7)(CO4)OC(=O)C)O)C)OC(=O)C. Cell line: CCRF-CEM. Synergy scores: CSS=66.1, Synergy_ZIP=5.29, Synergy_Bliss=3.17, Synergy_Loewe=-3.84, Synergy_HSA=3.01. Drug 1: C1CN1P(=S)(N2CC2)N3CC3. (9) Drug 1: CN(C)N=NC1=C(NC=N1)C(=O)N. Drug 2: CC1=C(C=C(C=C1)C(=O)NC2=CC(=CC(=C2)C(F)(F)F)N3C=C(N=C3)C)NC4=NC=CC(=N4)C5=CN=CC=C5. Cell line: MCF7. Synergy scores: CSS=-3.41, Synergy_ZIP=-0.0955, Synergy_Bliss=-2.25, Synergy_Loewe=-4.16, Synergy_HSA=-3.46. (10) Drug 1: C1=CC=C(C=C1)NC(=O)CCCCCCC(=O)NO. Drug 2: CC(C)(C#N)C1=CC(=CC(=C1)CN2C=NC=N2)C(C)(C)C#N. Cell line: OVCAR-5. Synergy scores: CSS=2.86, Synergy_ZIP=-1.23, Synergy_Bliss=-0.768, Synergy_Loewe=-0.360, Synergy_HSA=-2.22.